Dataset: Forward reaction prediction with 1.9M reactions from USPTO patents (1976-2016). Task: Predict the product of the given reaction. (1) Given the reactants C(OP([CH2:9][C:10]([O:12][C:13]([CH3:16])([CH3:15])[CH3:14])=[O:11])(OCC)=O)C.[H-].[Na+].[O:19]([CH2:26][C:27]1[CH:34]=[CH:33][C:30]([CH:31]=O)=[CH:29][CH:28]=1)[C:20]1[CH:25]=[CH:24][CH:23]=[CH:22][CH:21]=1.O.[Cl-].[NH4+], predict the reaction product. The product is: [O:19]([CH2:26][C:27]1[CH:28]=[CH:29][C:30]([CH:31]=[CH:9][C:10]([O:12][C:13]([CH3:14])([CH3:15])[CH3:16])=[O:11])=[CH:33][CH:34]=1)[C:20]1[CH:21]=[CH:22][CH:23]=[CH:24][CH:25]=1. (2) Given the reactants C(O)=O.[NH2:4][CH2:5][CH2:6][C:7]1[CH:30]=[CH:29][C:10]([NH:11][CH:12]2[CH2:17][CH2:16][N:15]([C:18]([NH:20][CH2:21][C:22]3[CH:27]=[CH:26][C:25]([F:28])=[CH:24][CH:23]=3)=[O:19])[CH2:14][CH2:13]2)=[CH:9][CH:8]=1.[CH3:31][S:32]([N:35]([C:43]1[CH:48]=[CH:47][CH:46]=[C:45]([O:49][CH2:50][C@@H:51]2[CH2:53][O:52]2)[CH:44]=1)[C:36](=[O:42])[O:37][C:38]([CH3:41])([CH3:40])[CH3:39])(=[O:34])=[O:33], predict the reaction product. The product is: [F:28][C:25]1[CH:24]=[CH:23][C:22]([CH2:21][NH:20][C:18]([N:15]2[CH2:14][CH2:13][CH:12]([NH:11][C:10]3[CH:9]=[CH:8][C:7]([CH2:6][CH2:5][NH:4][CH2:53][C@H:51]([OH:52])[CH2:50][O:49][C:45]4[CH:44]=[C:43]([N:35]([S:32]([CH3:31])(=[O:34])=[O:33])[C:36](=[O:42])[O:37][C:38]([CH3:39])([CH3:40])[CH3:41])[CH:48]=[CH:47][CH:46]=4)=[CH:30][CH:29]=3)[CH2:17][CH2:16]2)=[O:19])=[CH:27][CH:26]=1. (3) The product is: [C:1]([SiH2:5][O:6][C:7]([CH3:22])([CH3:21])[CH:8]1[CH2:12][N:11]([CH:13]2[CH2:14][CH2:15][CH2:16][CH2:17][CH2:18][CH2:19]2)[C:10](=[O:20])[CH:9]1[CH3:23])([CH3:4])([CH3:2])[CH3:3]. Given the reactants [C:1]([SiH2:5][O:6][C:7]([CH3:22])([CH3:21])[CH:8]1[CH2:12][N:11]([CH:13]2[CH2:19][CH2:18][CH2:17][CH2:16][CH2:15][CH2:14]2)[C:10](=[O:20])[CH2:9]1)([CH3:4])([CH3:3])[CH3:2].[CH3:23][Si]([N-][Si](C)(C)C)(C)C.[Li+].CI, predict the reaction product. (4) Given the reactants [N:1]1[CH:6]=[CH:5][CH:4]=[CH:3][C:2]=1[CH:7]=[CH:8][C:9]1[C:17]2[C:12](=[CH:13][C:14]([NH:18][C:19]3[CH:27]=[CH:26][CH:25]=[CH:24][C:20]=3[C:21]([OH:23])=O)=[CH:15][CH:16]=2)[NH:11][N:10]=1.[CH3:28][N:29]1[CH:33]=[CH:32][CH:31]=[C:30]1[C:34]([NH:36][NH2:37])=[O:35].C(N(CC)CC)C.CN(C(ON1N=NC2C=CC=NC1=2)=[N+](C)C)C.F[P-](F)(F)(F)(F)F, predict the reaction product. The product is: [N:1]1[CH:6]=[CH:5][CH:4]=[CH:3][C:2]=1/[CH:7]=[CH:8]/[C:9]1[C:17]2[C:12](=[CH:13][C:14]([NH:18][C:19]3[CH:27]=[CH:26][CH:25]=[CH:24][C:20]=3[C:21]([NH:37][NH:36][C:34]([C:30]3[N:29]([CH3:28])[CH:33]=[CH:32][CH:31]=3)=[O:35])=[O:23])=[CH:15][CH:16]=2)[NH:11][N:10]=1. (5) Given the reactants [C:1]([C:5]1[CH:10]=[CH:9][C:8]([S:11]([N:14]2[C@@H:19]([CH3:20])[CH2:18][NH:17][CH2:16][C@@H:15]2[CH3:21])(=[O:13])=[O:12])=[CH:7][CH:6]=1)([CH3:4])([CH3:3])[CH3:2].Cl[C:23]1[C:28]([Cl:29])=[CH:27][CH:26]=[CH:25][N:24]=1.C(N(C(C)C)CC)(C)C, predict the reaction product. The product is: [C:1]([C:5]1[CH:6]=[CH:7][C:8]([S:11]([N:14]2[C@@H:19]([CH3:20])[CH2:18][N:17]([C:23]3[C:28]([Cl:29])=[CH:27][CH:26]=[CH:25][N:24]=3)[CH2:16][C@@H:15]2[CH3:21])(=[O:13])=[O:12])=[CH:9][CH:10]=1)([CH3:4])([CH3:2])[CH3:3]. (6) The product is: [C:13]([O:12][C:10]([NH:1][C@H:2]([C@@H:3]([CH3:4])[CH2:5][CH3:6])[C:7](=[O:9])[CH2:30][C:29]([O:32][CH2:33][C:34]1[CH:39]=[CH:38][CH:37]=[CH:36][CH:35]=1)=[O:31])=[O:11])([CH3:16])([CH3:15])[CH3:14]. Given the reactants [NH:1]([C:10]([O:12][C:13]([CH3:16])([CH3:15])[CH3:14])=[O:11])[C@@H:2]([C:7]([OH:9])=O)[C@H:3]([CH2:5][CH3:6])[CH3:4].C1N=CN(C(N2C=NC=C2)=O)C=1.[C:29]([O:32][CH2:33][C:34]1[CH:39]=[CH:38][CH:37]=[CH:36][CH:35]=1)(=[O:31])[CH3:30].C([N-]C(C)C)(C)C.[Li+], predict the reaction product. (7) Given the reactants [C:1]([C:3]1[CH:8]=[CH:7][C:6]([N:9]2[C:13]([C:14]3[CH:19]=[CH:18][C:17]([CH3:20])=[CH:16][CH:15]=3)=[CH:12][C:11]([N:21]([CH2:29][CH:30]3[C@@H:35]4[C@H:31]3[CH2:32][N:33](C(OC(C)(C)C)=O)[CH2:34]4)C(OC(C)(C)C)=O)=[N:10]2)=[CH:5][CH:4]=1)#[N:2].Cl.O1CCOCC1, predict the reaction product. The product is: [C@@H:31]12[CH:30]([CH2:29][NH:21][C:11]3[CH:12]=[C:13]([C:14]4[CH:15]=[CH:16][C:17]([CH3:20])=[CH:18][CH:19]=4)[N:9]([C:6]4[CH:7]=[CH:8][C:3]([C:1]#[N:2])=[CH:4][CH:5]=4)[N:10]=3)[C@@H:35]1[CH2:34][NH:33][CH2:32]2. (8) Given the reactants [CH3:1][C:2]([O:5][C:6]([N:8]1[CH2:13][CH2:12][CH:11]([C:14]#[N:15])[CH2:10][CH2:9]1)=[O:7])([CH3:4])[CH3:3].C([N-]C(C)C)(C)C.[Li+].[F:24][C:25]1[CH:32]=[CH:31][C:28]([CH2:29]Br)=[CH:27][CH:26]=1, predict the reaction product. The product is: [CH3:4][C:2]([O:5][C:6]([N:8]1[CH2:13][CH2:12][C:11]([C:14]#[N:15])([CH2:29][C:28]2[CH:31]=[CH:32][C:25]([F:24])=[CH:26][CH:27]=2)[CH2:10][CH2:9]1)=[O:7])([CH3:1])[CH3:3].